Dataset: Forward reaction prediction with 1.9M reactions from USPTO patents (1976-2016). Task: Predict the product of the given reaction. Given the reactants [Cl:1][C:2]1[CH:7]=[CH:6][C:5]([N:8]2[C:16]([NH:17][CH:18]3[CH2:23][CH2:22][CH2:21][CH2:20][CH2:19]3)=[C:15]3[C:10]([CH:11]=[CH:12][CH:13]=[CH:14]3)=[N:9]2)=[CH:4][CH:3]=1.[CH3:24][O:25][C:26](=[O:37])[C:27]1[CH:32]=[CH:31][C:30]([N:33]=[C:34]=[O:35])=[C:29]([Cl:36])[CH:28]=1.CCN(CC)CC, predict the reaction product. The product is: [CH3:24][O:25][C:26](=[O:37])[C:27]1[CH:32]=[CH:31][C:30]([NH:33][C:34]([N:17]([C:16]2[N:8]([C:5]3[CH:6]=[CH:7][C:2]([Cl:1])=[CH:3][CH:4]=3)[N:9]=[C:10]3[C:15]=2[CH:14]=[CH:13][CH:12]=[CH:11]3)[CH:18]2[CH2:23][CH2:22][CH2:21][CH2:20][CH2:19]2)=[O:35])=[C:29]([Cl:36])[CH:28]=1.